This data is from Catalyst prediction with 721,799 reactions and 888 catalyst types from USPTO. The task is: Predict which catalyst facilitates the given reaction. (1) Reactant: BrC[C:3]([C:5]1[NH:6][CH:7]=[CH:8][CH:9]=1)=[O:4].[Na+].[I-].[C:12]([O:20][CH2:21][CH3:22])(=[O:19])[CH2:13][C:14]([O:16][CH2:17][CH3:18])=[O:15].[H-].[Na+].[Br-].N[C@H](C(O)=O)CC1C=C2C(C=CC=C2)=CC=1.[Cl-].[NH4+]. Product: [CH2:21]([O:20][C:12](=[O:19])[CH:13]([C:3]([C:5]1[NH:6][CH:7]=[CH:8][CH:9]=1)=[O:4])[C:14]([O:16][CH2:17][CH3:18])=[O:15])[CH3:22]. The catalyst class is: 57. (2) Reactant: Br[CH2:2][C:3]([C:5]1[CH:6]=[C:7]([CH:10]=[CH:11][CH:12]=1)[C:8]#[N:9])=[O:4].[S-:13][C:14]#[N:15].[K+].O. Product: [C:8]([C:7]1[CH:6]=[C:5]([C:3](=[O:4])[CH2:2][S:13][C:14]#[N:15])[CH:12]=[CH:11][CH:10]=1)#[N:9]. The catalyst class is: 8. (3) Reactant: Cl[C:2]1[CH:3]=[CH:4][C:5]2[N:6]([C:8]([C:11]3[S:19][C:18]4[C:17]([CH3:20])=[CH:16][N:15]=[CH:14][C:13]=4[CH:12]=3)=[CH:9][N:10]=2)[N:7]=1.CC1(C)C2C(=C(P(C3C=CC=CC=3)C3C=CC=CC=3)C=CC=2)OC2C(P(C3C=CC=CC=3)C3C=CC=CC=3)=CC=CC1=2.C(=O)([O-])[O-].[K+].[K+].[CH3:69][O:70][C:71]1[CH:72]=[C:73]([CH:75]=[CH:76][C:77]=1[O:78][CH3:79])[NH2:74]. Product: [CH3:69][O:70][C:71]1[CH:72]=[C:73]([NH:74][C:2]2[CH:3]=[CH:4][C:5]3[N:6]([C:8]([C:11]4[S:19][C:18]5[C:17]([CH3:20])=[CH:16][N:15]=[CH:14][C:13]=5[CH:12]=4)=[CH:9][N:10]=3)[N:7]=2)[CH:75]=[CH:76][C:77]=1[O:78][CH3:79]. The catalyst class is: 160. (4) Reactant: [C:1]([C:4]1[C:34](=[O:35])[C@@:8]2([CH3:36])[C:9]3[C:15]([OH:16])=[CH:14][C:13]([O:17][CH3:18])=[C:12]([C:19]([NH:21][CH2:22][C:23]4[C:32]5[C:27](=[CH:28][CH:29]=[CH:30][CH:31]=5)[CH:26]=[CH:25][C:24]=4[CH3:33])=[O:20])[C:10]=3[O:11][C:7]2=[CH:6][C:5]=1[OH:37])(=O)[CH3:2].Cl.[CH2:39]([O:43][NH2:44])[C:40]#[C:41][CH3:42].C(=O)(O)[O-].[Na+]. Product: [CH2:39]([O:43]/[N:44]=[C:1](/[C:4]1[C:34](=[O:35])[C@@:8]2([CH3:36])[C:9]3[C:15]([OH:16])=[CH:14][C:13]([O:17][CH3:18])=[C:12]([C:19]([NH:21][CH2:22][C:23]4[C:32]5[C:27](=[CH:28][CH:29]=[CH:30][CH:31]=5)[CH:26]=[CH:25][C:24]=4[CH3:33])=[O:20])[C:10]=3[O:11][C:7]2=[CH:6][C:5]=1[OH:37])\[CH3:2])[C:40]#[C:41][CH3:42]. The catalyst class is: 83. (5) Reactant: [S:1]([NH2:5])([NH2:4])(=[O:3])=[O:2].N12CCCN=C1CCCCC2.O1CCOCC1.N[C:24]([C:36]1[CH:37]=[N:38][C:39]([Cl:42])=[CH:40][CH:41]=1)([CH3:35])[C:25]([C:27]1[CH:32]=[CH:31][C:30]([Cl:33])=[C:29]([F:34])[CH:28]=1)=O. Product: [Cl:42][C:39]1[CH:40]=[CH:41][C:36]([C:24]2([CH3:35])[C:25]([C:27]3[CH:32]=[CH:31][C:30]([Cl:33])=[C:29]([F:34])[CH:28]=3)=[N:5][S:1](=[O:3])(=[O:2])[NH:4]2)=[CH:37][N:38]=1. The catalyst class is: 13. (6) Reactant: [F:1][C:2]1[CH:7]=[CH:6][CH:5]=[C:4]([F:8])[C:3]=1[C:9]1[C:18]2[CH:17]=[C:16]([CH:19]=[O:20])[CH:15]=[CH:14][C:13]=2[C:12]2[N:21]([S:24]([N:27]([CH3:29])[CH3:28])(=[O:26])=[O:25])[N:22]=[CH:23][C:11]=2[N:10]=1.[Mn]([O-])(=O)(=O)=[O:31].[K+]. Product: [F:1][C:2]1[CH:7]=[CH:6][CH:5]=[C:4]([F:8])[C:3]=1[C:9]1[C:18]2[CH:17]=[C:16]([C:19]([OH:31])=[O:20])[CH:15]=[CH:14][C:13]=2[C:12]2[N:21]([S:24](=[O:25])(=[O:26])[N:27]([CH3:29])[CH3:28])[N:22]=[CH:23][C:11]=2[N:10]=1. The catalyst class is: 95.